This data is from Full USPTO retrosynthesis dataset with 1.9M reactions from patents (1976-2016). The task is: Predict the reactants needed to synthesize the given product. (1) Given the product [CH3:1][O:2][C:3]1[CH:4]=[C:5]([CH:26]=[C:27]([O:31][CH3:32])[C:28]=1[O:29][CH3:30])[CH2:6][N:7]1[CH2:11][CH2:10][C:9]([CH2:18][CH2:19][N:50]2[CH2:51][CH2:52][CH2:53][N:47]([C:39]3[N:38]([CH2:37][CH2:36][O:35][CH2:33][CH3:34])[C:42]4[CH:43]=[CH:44][CH:45]=[CH:46][C:41]=4[N:40]=3)[CH2:48][CH2:49]2)([C:12]2[CH:17]=[CH:16][CH:15]=[CH:14][CH:13]=2)[C:8]1=[O:25], predict the reactants needed to synthesize it. The reactants are: [CH3:1][O:2][C:3]1[CH:4]=[C:5]([CH:26]=[C:27]([O:31][CH3:32])[C:28]=1[O:29][CH3:30])[CH2:6][N:7]1[CH2:11][CH2:10][C:9]([CH2:18][CH2:19]OS(C)(=O)=O)([C:12]2[CH:17]=[CH:16][CH:15]=[CH:14][CH:13]=2)[C:8]1=[O:25].[CH2:33]([O:35][CH2:36][CH2:37][N:38]1[C:42]2[CH:43]=[CH:44][CH:45]=[CH:46][C:41]=2[N:40]=[C:39]1[N:47]1[CH2:53][CH2:52][CH2:51][NH:50][CH2:49][CH2:48]1)[CH3:34]. (2) Given the product [Br:1][C:2]1[CH:3]=[C:4]2[C:9](=[CH:10][CH:11]=1)[N:8]=[CH:7][C:6]([C:12]([CH:14]1[CH2:16][CH2:15]1)=[O:13])=[C:5]2[NH:18][C:19]1[CH:24]=[N:23][C:22]([N:25]2[CH2:26][CH2:27][N:28]([C:31]([O:33][C:34]([CH3:37])([CH3:36])[CH3:35])=[O:32])[CH2:29][CH2:30]2)=[N:21][CH:20]=1, predict the reactants needed to synthesize it. The reactants are: [Br:1][C:2]1[CH:3]=[C:4]2[C:9](=[CH:10][CH:11]=1)[N:8]=[CH:7][C:6]([C:12]([CH:14]1[CH2:16][CH2:15]1)=[O:13])=[C:5]2Cl.[NH2:18][C:19]1[CH:20]=[N:21][C:22]([N:25]2[CH2:30][CH2:29][N:28]([C:31]([O:33][C:34]([CH3:37])([CH3:36])[CH3:35])=[O:32])[CH2:27][CH2:26]2)=[N:23][CH:24]=1. (3) The reactants are: [C:1]1([N:7]2[CH:11]=[CH:10][CH:9]=[N:8]2)[CH:6]=[CH:5][CH:4]=[CH:3][CH:2]=1.[CH:12](=[O:14])[CH3:13]. Given the product [C:1]1([N:7]2[C:11]([CH:12]([OH:14])[CH3:13])=[CH:10][CH:9]=[N:8]2)[CH:2]=[CH:3][CH:4]=[CH:5][CH:6]=1, predict the reactants needed to synthesize it. (4) Given the product [C:10]([C:8]1[S:9][C:5]2[CH:4]=[CH:3][C:2]([C:21]3[CH:22]=[CH:23][C:18]([C:16]([O:15][CH3:14])=[O:17])=[CH:19][CH:20]=3)=[CH:13][C:6]=2[C:7]=1[CH3:12])#[N:11], predict the reactants needed to synthesize it. The reactants are: Cl[C:2]1[CH:3]=[CH:4][C:5]2[S:9][C:8]([C:10]#[N:11])=[C:7]([CH3:12])[C:6]=2[CH:13]=1.[CH3:14][O:15][C:16]([C:18]1[CH:23]=[CH:22][C:21](B(O)O)=[CH:20][CH:19]=1)=[O:17].C(P(C(C)(C)C)C1C=CC=CC=1C1C=CC=CC=1)(C)(C)C.[F-].[K+]. (5) Given the product [C:1]([O:5][C:6]([N:8]1[CH2:9][CH2:10][CH:11]([O:14][C:15]2[C:20]([C:21]([OH:23])=[O:22])=[CH:19][C:18]([N+:25]([O-:27])=[O:26])=[C:17]([CH3:28])[CH:16]=2)[CH2:12][CH2:13]1)=[O:7])([CH3:4])([CH3:3])[CH3:2], predict the reactants needed to synthesize it. The reactants are: [C:1]([O:5][C:6]([N:8]1[CH2:13][CH2:12][CH:11]([O:14][C:15]2[C:20]([C:21]([O:23]C)=[O:22])=[CH:19][C:18]([N+:25]([O-:27])=[O:26])=[C:17]([CH3:28])[CH:16]=2)[CH2:10][CH2:9]1)=[O:7])([CH3:4])([CH3:3])[CH3:2]. (6) The reactants are: [Cl:1]/[CH:2]=[C:3]1\[CH2:4][S:5][C:6]2[C:11]([C:12]\1=[O:13])=[CH:10][C:9]([F:14])=[CH:8][CH:7]=2. Given the product [Cl:1]/[CH:2]=[C:3]1/[CH2:4][S:5][C:6]2[C:11]([C:12]/1=[O:13])=[CH:10][C:9]([F:14])=[CH:8][CH:7]=2, predict the reactants needed to synthesize it. (7) Given the product [F:2][C:3]1[C:8]([F:9])=[CH:7][CH:6]=[CH:5][C:4]=1[NH:10][C:11](=[O:33])[CH2:12][C:13]1[NH:17][N:16]=[C:15]([NH:18][C:19]2[C:28]3[C:23](=[CH:24][C:25]([O:31][CH3:32])=[CH:26][C:27]=3[OH:29])[N:22]=[CH:21][N:20]=2)[CH:14]=1, predict the reactants needed to synthesize it. The reactants are: Cl.[F:2][C:3]1[C:8]([F:9])=[CH:7][CH:6]=[CH:5][C:4]=1[NH:10][C:11](=[O:33])[CH2:12][C:13]1[NH:17][N:16]=[C:15]([NH:18][C:19]2[C:28]3[C:23](=[CH:24][C:25]([O:31][CH3:32])=[CH:26][C:27]=3[O:29]C)[N:22]=[CH:21][N:20]=2)[CH:14]=1.Cl.N1C=CC=CC=1.C(=O)(O)[O-].[Na+]. (8) Given the product [O:7]([CH2:15][C:16]1[CH:25]=[CH:24][C:19]([C:20]([O:22][CH3:23])=[O:21])=[CH:18][N:17]=1)[C:1]1[CH:6]=[CH:5][CH:4]=[CH:3][CH:2]=1, predict the reactants needed to synthesize it. The reactants are: [C:1]1([OH:7])[CH:6]=[CH:5][CH:4]=[CH:3][CH:2]=1.C([O-])([O-])=O.[K+].[K+].Br[CH2:15][C:16]1[CH:25]=[CH:24][C:19]([C:20]([O:22][CH3:23])=[O:21])=[CH:18][N:17]=1. (9) Given the product [Br:1][C:2]1[CH:14]=[CH:13][C:12]2[C:11]3[C:6](=[CH:7][C:8]([Br:15])=[CH:9][CH:10]=3)[C:5](=[C:16]([CH2:6][CH2:7][CH2:8][CH2:9][CH2:10][CH2:11][CH2:12][CH2:4][CH2:3][CH2:2][CH2:14][CH3:13])[CH2:21][CH2:22][CH2:23][CH2:24][CH2:25][CH2:26][CH2:27][CH2:28][CH2:29][CH2:30][CH2:31][CH3:32])[C:4]=2[CH:3]=1, predict the reactants needed to synthesize it. The reactants are: [Br:1][C:2]1[CH:14]=[CH:13][C:12]2[C:11]3[C:6](=[CH:7][C:8]([Br:15])=[CH:9][CH:10]=3)[C:5](=[C:16](SC)SC)[C:4]=2[CH:3]=1.[CH2:21]([Mg]Br)[CH2:22][CH2:23][CH2:24][CH2:25][CH2:26][CH2:27][CH2:28][CH2:29][CH2:30][CH2:31][CH3:32].